From a dataset of Reaction yield outcomes from USPTO patents with 853,638 reactions. Predict the reaction yield, written as a fraction of the theoretical maximum amount of product (1.0 means a 100% yield; for example, 0.34 means a 34% yield). The reactants are [F:1][C:2]1[CH:3]=[C:4]([O:22][CH3:23])[CH:5]=[C:6]2[C:10]=1[NH:9][C:8]([C:11]1[CH:12]=[N:13][N:14]([CH2:16][CH:17]([CH3:19])[CH3:18])[CH:15]=1)=[C:7]2[CH:20]=O.[CH3:24][NH:25][C:26]([NH:28][C:29]1[CH:30]=[CH:31][C:32]2[O:36][CH2:35][C:34](=[O:37])[C:33]=2[CH:38]=1)=[O:27].C([O-])([O-])=O.[Na+].[Na+]. The catalyst is Cl.CCO. The product is [F:1][C:2]1[CH:3]=[C:4]([O:22][CH3:23])[CH:5]=[C:6]2[C:10]=1[NH:9][C:8]([C:11]1[CH:12]=[N:13][N:14]([CH2:16][CH:17]([CH3:19])[CH3:18])[CH:15]=1)=[C:7]2/[CH:20]=[C:35]1\[O:36][C:32]2[CH:31]=[CH:30][C:29]([NH:28][C:26]([NH:25][CH3:24])=[O:27])=[CH:38][C:33]=2[C:34]\1=[O:37]. The yield is 0.460.